Dataset: Reaction yield outcomes from USPTO patents with 853,638 reactions. Task: Predict the reaction yield, written as a fraction of the theoretical maximum amount of product (1.0 means a 100% yield; for example, 0.34 means a 34% yield). (1) No catalyst specified. The yield is 0.250. The reactants are [Cl-].[Al+3].[Cl-].[Cl-].[C:5]([C:9]1[CH:14]=[CH:13][C:12]([CH:15](OCC2CCCC2)[C:16]2[N:21]=[C:20]([O:22]C)[C:19]([Cl:24])=[CH:18][CH:17]=2)=[CH:11][CH:10]=1)([CH3:8])([CH3:7])[CH3:6].O.[CH:33]1([SH:38])[CH2:37][CH2:36][CH2:35][CH2:34]1. The product is [C:5]([C:9]1[CH:10]=[CH:11][C:12]([CH:15]([S:38][CH:33]2[CH2:37][CH2:36][CH2:35][CH2:34]2)[C:16]2[NH:21][C:20](=[O:22])[C:19]([Cl:24])=[CH:18][CH:17]=2)=[CH:13][CH:14]=1)([CH3:6])([CH3:7])[CH3:8]. (2) The reactants are O=[C:2]1[CH2:7][CH2:6][N:5]([C:8]2[CH:13]=[CH:12][C:11]([N:14]3[CH2:18][C@H:17]([CH2:19][NH:20][C:21](=[O:23])[CH3:22])[O:16][C:15]3=[O:24])=[CH:10][C:9]=2[F:25])[CH2:4][CH2:3]1.[NH2:26][CH2:27][CH2:28][SH:29].B(F)(F)F. The catalyst is O1CCCC1. The product is [S:29]1[C:2]2([CH2:7][CH2:6][N:5]([C:8]3[CH:13]=[CH:12][C:11]([N:14]4[CH2:18][C@H:17]([CH2:19][NH:20][C:21](=[O:23])[CH3:22])[O:16][C:15]4=[O:24])=[CH:10][C:9]=3[F:25])[CH2:4][CH2:3]2)[NH:26][CH2:27][CH2:28]1. The yield is 0.680.